This data is from Catalyst prediction with 721,799 reactions and 888 catalyst types from USPTO. The task is: Predict which catalyst facilitates the given reaction. (1) Reactant: [CH3:1][C@:2]1([NH:17]C(=O)OCC2C=CC=CC=2)[CH2:7][CH2:6][CH2:5][N:4]([C:8]2[CH:13]=[CH:12][C:11]([N+:14]([O-:16])=[O:15])=[CH:10][CH:9]=2)[CH2:3]1.I[Si](C)(C)C.Cl. Product: [CH3:1][C@:2]1([NH2:17])[CH2:7][CH2:6][CH2:5][N:4]([C:8]2[CH:13]=[CH:12][C:11]([N+:14]([O-:16])=[O:15])=[CH:10][CH:9]=2)[CH2:3]1. The catalyst class is: 61. (2) Reactant: [Cl:1][C:2]1[CH:3]=[C:4]([N:22]([CH2:43][CH3:44])[C@H:23]2[CH2:28][CH2:27][C@H:26]([N:29]([CH2:31][C:32]3[CH:37]=[CH:36][CH:35]=[C:34]([O:38][CH2:39][CH2:40][O:41][CH3:42])[CH:33]=3)[CH3:30])[CH2:25][CH2:24]2)[C:5]([CH3:21])=[C:6]([CH:20]=1)[C:7]([NH:9][CH2:10][C:11]1[C:12]([O:18]C)=[N:13][N:14]([CH3:17])[C:15]=1[CH3:16])=[O:8].C(=O)(O)[O-].[Na+]. Product: [Cl:1][C:2]1[CH:3]=[C:4]([N:22]([CH2:43][CH3:44])[C@H:23]2[CH2:24][CH2:25][C@H:26]([N:29]([CH2:31][C:32]3[CH:37]=[CH:36][CH:35]=[C:34]([O:38][CH2:39][CH2:40][O:41][CH3:42])[CH:33]=3)[CH3:30])[CH2:27][CH2:28]2)[C:5]([CH3:21])=[C:6]([CH:20]=1)[C:7]([NH:9][CH2:10][C:11]1[C:12](=[O:18])[NH:13][N:14]([CH3:17])[C:15]=1[CH3:16])=[O:8]. The catalyst class is: 33.